From a dataset of Full USPTO retrosynthesis dataset with 1.9M reactions from patents (1976-2016). Predict the reactants needed to synthesize the given product. (1) Given the product [ClH:18].[F:17][C:2]1([F:1])[CH2:7][CH2:6][N:5]([C:8]2[C:13]([F:14])=[CH:12][N:11]=[C:10]([CH2:15][NH2:16])[CH:9]=2)[CH2:4][CH2:3]1, predict the reactants needed to synthesize it. The reactants are: [F:1][C:2]1([F:17])[CH2:7][CH2:6][N:5]([C:8]2[C:13]([F:14])=[CH:12][N:11]=[C:10]([C:15]#[N:16])[CH:9]=2)[CH2:4][CH2:3]1.[ClH:18]. (2) The reactants are: [Cl:1][C:2]1[CH:7]=[CH:6][C:5]([S:8]([C@@:11]23[CH2:24][CH2:23][C:18]4(OCC[O:19]4)[CH2:17][C@H:16]2[CH2:15][O:14][C:13]2[C:25]([F:30])=[CH:26][CH:27]=[C:28]([F:29])[C:12]3=2)(=[O:10])=[O:9])=[CH:4][CH:3]=1.C1(C)C(S(Cl)(=O)=O)=CC=CC=1. Given the product [Cl:1][C:2]1[CH:3]=[CH:4][C:5]([S:8]([C@@:11]23[CH2:24][CH2:23][C:18](=[O:19])[CH2:17][C@H:16]2[CH2:15][O:14][C:13]2[C:12]3=[C:28]([F:29])[CH:27]=[CH:26][C:25]=2[F:30])(=[O:10])=[O:9])=[CH:6][CH:7]=1, predict the reactants needed to synthesize it. (3) Given the product [Br:1][C:2]1[CH:7]=[CH:6][C:5]([NH:8][C:9]2[C:10]([NH2:17])=[CH:11][CH:12]=[C:13]([O:15][CH3:16])[CH:14]=2)=[CH:4][CH:3]=1, predict the reactants needed to synthesize it. The reactants are: [Br:1][C:2]1[CH:7]=[CH:6][C:5]([NH:8][C:9]2[CH:14]=[C:13]([O:15][CH3:16])[CH:12]=[CH:11][C:10]=2[N+:17]([O-])=O)=[CH:4][CH:3]=1.O.O.[Sn](Cl)Cl.[OH-].[Na+]. (4) Given the product [CH3:26][S:23]([C:20]1[CH:21]=[CH:22][C:16]2[O:15][CH2:14][C@H:13]([CH2:12][NH:29][CH2:27][CH3:28])[O:18][C:17]=2[CH:19]=1)(=[O:24])=[O:25], predict the reactants needed to synthesize it. The reactants are: CC1C=CC(S(O[CH2:12][C@@H:13]2[O:18][C:17]3[CH:19]=[C:20]([S:23]([CH3:26])(=[O:25])=[O:24])[CH:21]=[CH:22][C:16]=3[O:15][CH2:14]2)(=O)=O)=CC=1.[CH2:27]([NH2:29])[CH3:28]. (5) Given the product [Br:50][CH2:2][C:3]1[CH:4]=[CH:5][C:6]([NH:9][C:10](=[O:29])[C:11]2[CH:16]=[C:15]([O:17][CH2:18][CH2:19][C:20]3[CH:24]=[CH:23][S:22][CH:21]=3)[CH:14]=[C:13]([O:25][CH:26]([CH3:28])[CH3:27])[CH:12]=2)=[N:7][CH:8]=1, predict the reactants needed to synthesize it. The reactants are: O[CH2:2][C:3]1[CH:4]=[CH:5][C:6]([NH:9][C:10](=[O:29])[C:11]2[CH:16]=[C:15]([O:17][CH2:18][CH2:19][C:20]3[CH:24]=[CH:23][S:22][CH:21]=3)[CH:14]=[C:13]([O:25][CH:26]([CH3:28])[CH3:27])[CH:12]=2)=[N:7][CH:8]=1.C1(P(C2C=CC=CC=2)C2C=CC=CC=2)C=CC=CC=1.C(Br)(Br)(Br)[Br:50]. (6) The reactants are: [C:1]([C:3]1[C:4]([NH2:9])=[N:5][CH:6]=[CH:7][CH:8]=1)#[CH:2].[Br:10][C:11]1[CH:16]=[CH:15][C:14]([CH2:17][C:18](Cl)=[N:19][OH:20])=[CH:13][CH:12]=1.C(N(CC)CC)C. Given the product [Br:10][C:11]1[CH:12]=[CH:13][C:14]([CH2:17][C:18]2[CH:2]=[C:1]([C:3]3[C:4]([NH2:9])=[N:5][CH:6]=[CH:7][CH:8]=3)[O:20][N:19]=2)=[CH:15][CH:16]=1, predict the reactants needed to synthesize it. (7) Given the product [CH3:1][O:2][C:3](=[O:17])[CH2:4][C:5]1[CH:14]=[C:13]([O:15][S:20]([C:19]([F:32])([F:31])[F:18])(=[O:22])=[O:21])[C:12]2[C:7](=[CH:8][CH:9]=[C:10]([F:16])[CH:11]=2)[CH:6]=1, predict the reactants needed to synthesize it. The reactants are: [CH3:1][O:2][C:3](=[O:17])[CH2:4][C:5]1[CH:14]=[C:13]([OH:15])[C:12]2[C:7](=[CH:8][CH:9]=[C:10]([F:16])[CH:11]=2)[CH:6]=1.[F:18][C:19]([F:32])([F:31])[S:20](O[S:20]([C:19]([F:32])([F:31])[F:18])(=[O:22])=[O:21])(=[O:22])=[O:21].N1C=CC=CC=1. (8) Given the product [ClH:43].[CH3:39][O:40][CH2:41][CH2:42][O:26][C:22]1[CH:21]=[C:20]([C:16]2[CH:17]=[CH:18][CH:19]=[C:14]([C@H:11]3[CH2:12][CH2:13][NH:8][CH2:9][C@@H:10]3[O:27][CH2:28][C:29]3[CH:38]=[CH:37][C:36]4[C:31](=[CH:32][CH:33]=[CH:34][CH:35]=4)[CH:30]=3)[CH:15]=2)[CH:25]=[CH:24][CH:23]=1, predict the reactants needed to synthesize it. The reactants are: C(OC([N:8]1[CH2:13][CH2:12][C@H:11]([C:14]2[CH:15]=[C:16]([C:20]3[CH:25]=[CH:24][CH:23]=[C:22]([OH:26])[CH:21]=3)[CH:17]=[CH:18][CH:19]=2)[C@@H:10]([O:27][CH2:28][C:29]2[CH:38]=[CH:37][C:36]3[C:31](=[CH:32][CH:33]=[CH:34][CH:35]=3)[CH:30]=2)[CH2:9]1)=O)(C)(C)C.[CH3:39][O:40][CH2:41][CH2:42][Cl:43].C([O-])([O-])=O.[K+].[K+].Cl. (9) Given the product [C:12]1([N:5]2[C:6]3[N:7]=[CH:8][CH:9]=[CH:10][C:11]=3[C:2]3[NH:30][N:31]=[C:19]([CH:20]([C:22]4[CH:27]=[CH:26][CH:25]=[CH:24][CH:23]=4)[CH3:21])[C:3]=3[C:4]2=[O:18])[CH:17]=[CH:16][CH:15]=[CH:14][CH:13]=1, predict the reactants needed to synthesize it. The reactants are: O[C:2]1[C:11]2[C:6](=[N:7][CH:8]=[CH:9][CH:10]=2)[N:5]([C:12]2[CH:17]=[CH:16][CH:15]=[CH:14][CH:13]=2)[C:4](=[O:18])[C:3]=1[C:19](=O)[CH:20]([C:22]1[CH:27]=[CH:26][CH:25]=[CH:24][CH:23]=1)[CH3:21].O.[NH2:30][NH2:31].O.